Dataset: Reaction yield outcomes from USPTO patents with 853,638 reactions. Task: Predict the reaction yield, written as a fraction of the theoretical maximum amount of product (1.0 means a 100% yield; for example, 0.34 means a 34% yield). The reactants are [Cl:1][C:2]1[CH:3]=[C:4]([N:13]=C(C2C=CC=CC=2)C2C=CC=CC=2)[C:5]2[O:9][C:8]([CH3:11])([CH3:10])[CH2:7][C:6]=2[CH:12]=1.Cl. The catalyst is C1COCC1. The product is [Cl:1][C:2]1[CH:3]=[C:4]([NH2:13])[C:5]2[O:9][C:8]([CH3:11])([CH3:10])[CH2:7][C:6]=2[CH:12]=1. The yield is 0.970.